From a dataset of Full USPTO retrosynthesis dataset with 1.9M reactions from patents (1976-2016). Predict the reactants needed to synthesize the given product. (1) Given the product [F:1][C:2]1[CH:3]=[C:4]([S:8]([C:11]2[CH:12]=[C:13]3[C:17](=[CH:18][CH:19]=2)[N:16]([CH:20]2[CH2:25][CH2:24][N:23]([C:26]([O:28][C:29]([CH3:32])([CH3:31])[CH3:30])=[O:27])[CH2:22][CH2:21]2)[CH:15]=[CH:14]3)(=[O:10])=[O:9])[CH:5]=[CH:6][CH:7]=1, predict the reactants needed to synthesize it. The reactants are: [F:1][C:2]1[CH:3]=[C:4]([S:8]([C:11]2[CH:12]=[C:13]3[C:17](=[CH:18][CH:19]=2)[N:16]([CH:20]2[CH2:25][CH2:24][N:23]([C:26]([O:28][C:29]([CH3:32])([CH3:31])[CH3:30])=[O:27])[CH2:22][CH2:21]2)[CH2:15][CH2:14]3)(=[O:10])=[O:9])[CH:5]=[CH:6][CH:7]=1.ClC1C(=O)C(C#N)=C(C#N)C(=O)C=1Cl. (2) The reactants are: [C:1](OCCOC(=O)C(C)=C)(=O)C(C)=C.O[P:16]([O-:19])(O)=O.OP([O-])([O-])=O.[Na+].[Na+].[Na+].[Cl-].[Cl-].[K+].[K+].C[C@H]1[C@](O)(C(CO)=O)[C@]2(C)[C@H:35]([C@H:36]3[C@:46](F)([C@@H:47]([OH:57])C2)[C@:45]2([CH3:59])[C:39](=CC(C=C2)=O)[CH2:38][CH2:37]3)C1.C[C@H]1[C@](OC(C)=O)(C(CO)=O)[C@:77]2(C)[C@H:63]([C@H:64]3[C@:74](F)([C@@H:75](O)[CH2:76]2)[C@]2(C)C(=CC(C=C2)=O)CC3)C1.CCCCCCCC/C=C\CC[CH2:103][CH2:104][CH2:105][CH2:106][CH2:107][CH2:108]OCCO.CCCCCCCCCCCCCCCCCCOCCOCCOCCOCCOCCOCCOCCOCCOCCOCCOCCOCCOCCOCCOCCOCCOCCOCCOCCOCCO. Given the product [CH3:59][C:45]1[CH:39]=[C:38]([CH3:1])[CH:37]=[C:36]([CH3:35])[C:46]=1[C:47]([P:16](=[O:19])([C:103]1[CH:104]=[CH:105][CH:106]=[CH:107][CH:108]=1)[C:63]1[CH:77]=[CH:76][CH:75]=[CH:74][CH:64]=1)=[O:57], predict the reactants needed to synthesize it.